Task: Predict the product of the given reaction.. Dataset: Forward reaction prediction with 1.9M reactions from USPTO patents (1976-2016) (1) Given the reactants [F:1][C:2]1[S:6][C:5]2[CH:7]=[CH:8][C:9]([CH3:11])=[CH:10][C:4]=2[CH:3]=1.[Br:12]N1C(=O)CCC1=O, predict the reaction product. The product is: [F:1][C:2]1[S:6][C:5]2[CH:7]=[CH:8][C:9]([CH2:11][Br:12])=[CH:10][C:4]=2[CH:3]=1. (2) Given the reactants [C:1]([N:5]1[CH2:14][CH2:13][C:12]2[C:7](=[CH:8][CH:9]=[C:10]([NH:15]CC3C=CC(OC)=CC=3)[CH:11]=2)[CH2:6]1)([CH3:4])([CH3:3])[CH3:2], predict the reaction product. The product is: [C:1]([N:5]1[CH2:14][CH2:13][C:12]2[C:7](=[CH:8][CH:9]=[C:10]([NH2:15])[CH:11]=2)[CH2:6]1)([CH3:4])([CH3:2])[CH3:3].